This data is from Full USPTO retrosynthesis dataset with 1.9M reactions from patents (1976-2016). The task is: Predict the reactants needed to synthesize the given product. Given the product [CH2:24]([O:23][C:21]([C:3]1[C:4]([CH3:20])=[N:5][C:6]2[C:11]([C:2]=1[NH2:1])=[C:10]([O:12][CH2:13][C:14]([CH3:18])([CH3:19])[C:15]([NH:34][CH:26]1[CH2:33][CH2:32][CH2:31][CH2:30][CH2:29][CH2:28][CH2:27]1)=[O:17])[CH:9]=[CH:8][CH:7]=2)=[O:22])[CH3:25], predict the reactants needed to synthesize it. The reactants are: [NH2:1][C:2]1[C:11]2[C:6](=[CH:7][CH:8]=[CH:9][C:10]=2[O:12][CH2:13][C:14]([CH3:19])([CH3:18])[C:15]([OH:17])=O)[N:5]=[C:4]([CH3:20])[C:3]=1[C:21]([O:23][CH2:24][CH3:25])=[O:22].[CH:26]1([NH2:34])[CH2:33][CH2:32][CH2:31][CH2:30][CH2:29][CH2:28][CH2:27]1.